From a dataset of Forward reaction prediction with 1.9M reactions from USPTO patents (1976-2016). Predict the product of the given reaction. (1) Given the reactants [F:1][C:2]([F:7])([F:6])[C:3]([OH:5])=[O:4].[C:8]([C:10]1[CH:11]=[C:12]([C:20]2[O:24][N:23]=[C:22]([C:25]3[C:26]([CH3:42])=[C:27]4[C:32](=[CH:33][CH:34]=3)[CH2:31][N:30](C(OC(C)(C)C)=O)[CH2:29][CH2:28]4)[N:21]=2)[CH:13]=[CH:14][C:15]=1[O:16][CH:17]([CH3:19])[CH3:18])#[N:9], predict the reaction product. The product is: [F:1][C:2]([F:7])([F:6])[C:3]([OH:5])=[O:4].[CH3:19][CH:17]([O:16][C:15]1[CH:14]=[CH:13][C:12]([C:20]2[O:24][N:23]=[C:22]([C:25]3[C:26]([CH3:42])=[C:27]4[C:32](=[CH:33][CH:34]=3)[CH2:31][NH:30][CH2:29][CH2:28]4)[N:21]=2)=[CH:11][C:10]=1[C:8]#[N:9])[CH3:18]. (2) Given the reactants [Cl:1][C:2]1[CH:3]=[C:4]([C@H:9]2[C@H:13]([NH:14][CH2:15][CH:16]([CH3:18])[CH3:17])[CH2:12][N:11]([C:19]([CH:21]3[CH2:26][CH2:25][N:24]([C:27]([C:29]4([CH3:32])[CH2:31][CH2:30]4)=[O:28])[CH2:23][CH2:22]3)=[O:20])[CH2:10]2)[CH:5]=[CH:6][C:7]=1[Cl:8].Cl[C:34]([O:36][C:37]1[CH:42]=[CH:41][C:40]([F:43])=[CH:39][CH:38]=1)=[O:35], predict the reaction product. The product is: [F:43][C:40]1[CH:41]=[CH:42][C:37]([O:36][C:34](=[O:35])[N:14]([C@H:13]2[C@H:9]([C:4]3[CH:5]=[CH:6][C:7]([Cl:8])=[C:2]([Cl:1])[CH:3]=3)[CH2:10][N:11]([C:19]([CH:21]3[CH2:26][CH2:25][N:24]([C:27]([C:29]4([CH3:32])[CH2:30][CH2:31]4)=[O:28])[CH2:23][CH2:22]3)=[O:20])[CH2:12]2)[CH2:15][CH:16]([CH3:18])[CH3:17])=[CH:38][CH:39]=1. (3) Given the reactants [Br:1][C:2]1[C:3](O)=[N:4][C:5]([C:8]2[CH:13]=[CH:12][CH:11]=[CH:10][CH:9]=2)=[N:6][CH:7]=1.P(Br)(Br)([Br:17])=O, predict the reaction product. The product is: [Br:17][C:3]1[C:2]([Br:1])=[CH:7][N:6]=[C:5]([C:8]2[CH:13]=[CH:12][CH:11]=[CH:10][CH:9]=2)[N:4]=1. (4) The product is: [NH2:12][C:13]1[C:22]([C:6]2[CH:7]=[CH:8][C:3]([CH2:2][OH:1])=[CH:4][CH:5]=2)=[N:21][C:20]([Br:24])=[CH:19][C:14]=1[C:15]([O:17][CH3:18])=[O:16]. Given the reactants [OH:1][CH2:2][C:3]1[CH:8]=[CH:7][C:6](B(O)O)=[CH:5][CH:4]=1.[NH2:12][C:13]1[C:22](Br)=[N:21][C:20]([Br:24])=[CH:19][C:14]=1[C:15]([O:17][CH3:18])=[O:16].C(=O)([O-])[O-].[Na+].[Na+], predict the reaction product. (5) Given the reactants [NH2:1][CH2:2][C@H:3]1[N:10]([C:11]([C:13]2[N:14]=[C:15]([CH3:25])[S:16][C:17]=2[C:18]2[CH:19]=[C:20]([CH3:24])[CH:21]=[CH:22][CH:23]=2)=[O:12])[CH2:9][C@H:8]2[C@@H:4]1[CH2:5][CH:6]([CH3:26])[CH2:7]2.[Br:27][C:28]1[CH:29]=[N:30][CH:31]=[C:32]([CH:36]=1)[C:33](O)=[O:34], predict the reaction product. The product is: [Br:27][C:28]1[CH:29]=[N:30][CH:31]=[C:32]([CH:36]=1)[C:33]([NH:1][CH2:2][C@H:3]1[N:10]([C:11]([C:13]2[N:14]=[C:15]([CH3:25])[S:16][C:17]=2[C:18]2[CH:19]=[C:20]([CH3:24])[CH:21]=[CH:22][CH:23]=2)=[O:12])[CH2:9][C@H:8]2[C@@H:4]1[CH2:5][CH:6]([CH3:26])[CH2:7]2)=[O:34]. (6) Given the reactants [N:1]1([C:6]2[N:11]=[C:10]([C:12]3[CH:13]=[C:14]([NH:18][C:19](=[O:31])[NH:20][C:21]4[CH:30]=[CH:29][CH:28]=[CH:27][C:22]=4[C:23](OC)=[O:24])[CH:15]=[CH:16][CH:17]=3)[CH:9]=[CH:8][CH:7]=2)[CH2:5][CH2:4][CH2:3][CH2:2]1.[H-].[Al+3].[Li+].[H-].[H-].[H-], predict the reaction product. The product is: [OH:24][CH2:23][C:22]1[CH:27]=[CH:28][CH:29]=[CH:30][C:21]=1[NH:20][C:19]([NH:18][C:14]1[CH:15]=[CH:16][CH:17]=[C:12]([C:10]2[CH:9]=[CH:8][CH:7]=[C:6]([N:1]3[CH2:2][CH2:3][CH2:4][CH2:5]3)[N:11]=2)[CH:13]=1)=[O:31]. (7) Given the reactants Cl[C:2]1[CH:7]=[N:6][CH:5]=[CH:4][N:3]=1.[NH2:8][C:9]1[CH:13]=[CH:12][N:11]([CH3:14])[N:10]=1.Cl[C:16]1[C:25]2[C:20](=[CH:21][CH:22]=[C:23]([OH:26])[CH:24]=2)[N:19]=[CH:18][N:17]=1, predict the reaction product. The product is: [CH3:14][N:11]1[CH:12]=[CH:13][C:9]([NH:8][C:16]2[C:25]3[C:20](=[CH:21][CH:22]=[C:23]([O:26][C:2]4[CH:7]=[N:6][CH:5]=[CH:4][N:3]=4)[CH:24]=3)[N:19]=[CH:18][N:17]=2)=[N:10]1.